Dataset: Drug-induced liver injury (DILI) classification data. Task: Regression/Classification. Given a drug SMILES string, predict its toxicity properties. Task type varies by dataset: regression for continuous values (e.g., LD50, hERG inhibition percentage) or binary classification for toxic/non-toxic outcomes (e.g., AMES mutagenicity, cardiotoxicity, hepatotoxicity). Dataset: dili. (1) The drug is CC(N=C(NC#N)Nc1ccncc1)C(C)(C)C. The result is 0 (no liver injury). (2) The drug is CC(=O)Oc1ccc(C(=C2CCCCC2)c2ccc(OC(C)=O)cc2)cc1. The result is 1 (causes liver injury). (3) The compound is Cc1nc2n(c(=O)c1CCN1CCC(c3noc4cc(F)ccc34)CC1)CCCC2. The result is 1 (causes liver injury). (4) The result is 0 (no liver injury). The molecule is CNC(C)C(O)c1ccccc1. (5) The compound is CC1OC(OC2C(CO)OC(OC3C(CO)OC(O)C(O)C3O)C(O)C2O)C(O)C(O)C1NC1C=C(CO)C(O)C(O)C1O. The result is 1 (causes liver injury). (6) The drug is CCC(=O)N(c1ccccc1)C1CCN(CCc2ccccc2)CC1. The result is 0 (no liver injury). (7) The drug is CC(Cc1ccccc1)N(C)Cc1ccccc1. The result is 0 (no liver injury). (8) The drug is CC(C)NCC(O)COc1ccc(CC(N)=O)cc1. The result is 0 (no liver injury). (9) The drug is Clc1ccc(C(c2ccccc2Cl)C(Cl)Cl)cc1. The result is 0 (no liver injury). (10) The drug is CC(C)(CO)C(O)C(=O)NCCC(=O)O. The result is 0 (no liver injury).